From a dataset of CYP2C9 inhibition data for predicting drug metabolism from PubChem BioAssay. Regression/Classification. Given a drug SMILES string, predict its absorption, distribution, metabolism, or excretion properties. Task type varies by dataset: regression for continuous measurements (e.g., permeability, clearance, half-life) or binary classification for categorical outcomes (e.g., BBB penetration, CYP inhibition). Dataset: cyp2c9_veith. (1) The compound is CC(C)(C)n1nc(C2CC2)cc1NC(=O)Nc1ccc(Cl)cc1. The result is 0 (non-inhibitor). (2) The drug is CCCCCSc1nncc(=O)[nH]1. The result is 1 (inhibitor). (3) The compound is CC(=O)O[C@H]1C[C@@]2(C)[C@H](C[C@@H](O)[C@H]3[C@@]4(C)CC[C@@H](O)[C@@H](C)[C@H]4CC[C@@]32C)/C1=C(/CCC=C(C)C)C(=O)[O-].[Na+]. The result is 0 (non-inhibitor). (4) The molecule is N#C/C(=C\c1ccc(O)c(O)c1)C(=O)c1ccc(O)c(O)c1. The result is 0 (non-inhibitor). (5) The result is 1 (inhibitor). The drug is O=C1CCCc2ccccc2N1Cc1ccccc1Cl. (6) The compound is CN1CCc2cc(Cl)c(O)cc2[C@@H](c2ccccc2)C1. The result is 0 (non-inhibitor).